This data is from Full USPTO retrosynthesis dataset with 1.9M reactions from patents (1976-2016). The task is: Predict the reactants needed to synthesize the given product. (1) Given the product [CH3:1][O:2][C:3](=[O:31])[C:4]1[CH:9]=[C:8]([C:10](=[O:26])[C:11]2[CH:16]=[CH:15][C:14]([N:17]([C:19]3[CH:24]=[CH:23][C:22]([Cl:25])=[CH:21][CH:20]=3)[CH3:18])=[CH:13][N:12]=2)[CH:7]=[CH:6][C:5]=1[C:37](=[O:38])[C:36]1[CH:40]=[CH:41][CH:42]=[C:34]([O:33][CH3:32])[CH:35]=1, predict the reactants needed to synthesize it. The reactants are: [CH3:1][O:2][C:3](=[O:31])[C:4]1[CH:9]=[C:8]([C:10](=[O:26])[C:11]2[CH:16]=[CH:15][C:14]([N:17]([C:19]3[CH:24]=[CH:23][C:22]([Cl:25])=[CH:21][CH:20]=3)[CH3:18])=[CH:13][N:12]=2)[CH:7]=[CH:6][C:5]=1[Sn](C)(C)C.[CH3:32][O:33][C:34]1[CH:35]=[C:36]([CH:40]=[CH:41][CH:42]=1)[C:37](Cl)=[O:38].C1(C)C=CC=CC=1. (2) Given the product [Cl:12][C:4]1[N:3]2[CH:19]=[CH:20][N:1]=[C:2]2[C:7]([C:8]([O:10][CH3:11])=[O:9])=[CH:6][CH:5]=1, predict the reactants needed to synthesize it. The reactants are: [NH2:1][C:2]1[C:7]([C:8]([O:10][CH3:11])=[O:9])=[CH:6][CH:5]=[C:4]([Cl:12])[N:3]=1.C(=O)(O)[O-].[Na+].Cl[CH2:19][CH:20]=O. (3) Given the product [C:9]([O:12][CH2:13][C:14]([NH:1][C:2]1[CH:7]=[CH:6][C:5]([Br:8])=[CH:4][N:3]=1)=[O:15])(=[O:11])[CH3:10], predict the reactants needed to synthesize it. The reactants are: [NH2:1][C:2]1[CH:7]=[CH:6][C:5]([Br:8])=[CH:4][N:3]=1.[C:9]([O:12][CH2:13][C:14](Cl)=[O:15])(=[O:11])[CH3:10].C(N(CC)CC)C.O. (4) Given the product [NH2:28][C:23]1[C:22]2[C:23](=[CH:22][C:27]([CH2:26][N:14]3[CH2:15][CH2:16][NH:11][CH:12]([CH2:18][O:19][CH3:20])[C:13]3=[O:17])=[CH:26][CH:27]=2)[N:24]=[CH:25][N:24]=1, predict the reactants needed to synthesize it. The reactants are: C(OC([N:11]1[CH2:16][CH2:15][NH:14][C:13](=[O:17])[CH:12]1[CH2:18][O:19][CH3:20])=O)C1C=CC=CC=1.I[C:22]1[C:23]([NH2:28])=[N:24][CH:25]=[CH:26][CH:27]=1.Br. (5) Given the product [Cl:1][C:2]1[C:3]([CH3:30])=[C:4]([N:8]([S:20]([C:23]2[CH:24]=[CH:25][C:26]([CH3:29])=[CH:27][CH:28]=2)(=[O:21])=[O:22])[CH2:9][C:10]([NH:12][CH2:13][C:14]2[CH:15]=[CH:16][N+:17]([O-:39])=[CH:18][CH:19]=2)=[O:11])[CH:5]=[CH:6][CH:7]=1, predict the reactants needed to synthesize it. The reactants are: [Cl:1][C:2]1[C:3]([CH3:30])=[C:4]([N:8]([S:20]([C:23]2[CH:28]=[CH:27][C:26]([CH3:29])=[CH:25][CH:24]=2)(=[O:22])=[O:21])[CH2:9][C:10]([NH:12][CH2:13][C:14]2[CH:19]=[CH:18][N:17]=[CH:16][CH:15]=2)=[O:11])[CH:5]=[CH:6][CH:7]=1.ClC1C=CC=C(C(OO)=[O:39])C=1.C(=O)([O-])O.[Na+]. (6) Given the product [CH3:22][O:21][C:19](=[O:20])[CH2:18][O:10][C:5]1[CH:4]=[CH:3][C:2]([Cl:1])=[CH:9][C:6]=1[CH:7]=[O:8], predict the reactants needed to synthesize it. The reactants are: [Cl:1][C:2]1[CH:3]=[CH:4][C:5]([OH:10])=[C:6]([CH:9]=1)[CH:7]=[O:8].C(=O)([O-])[O-].[K+].[K+].Br[CH2:18][C:19]([O:21][CH3:22])=[O:20]. (7) Given the product [NH2:1][C:2]1[N:3]=[C:4]([O:27][CH3:25])[C:5]2[CH:10]=[CH:9][N:8]([C@@H:11]3[O:17][C@H:16]([CH2:18][OH:19])[C@H:14]4[O:15][C@@H:12]34)[C:6]=2[N:7]=1, predict the reactants needed to synthesize it. The reactants are: [NH2:1][C:2]1[N:3]=[C:4](Cl)[C:5]2[CH:10]=[CH:9][N:8]([C@@H:11]3[O:17][C@H:16]([CH2:18][OH:19])[C@@H:14]([OH:15])[C@H:12]3O)[C:6]=2[N:7]=1.O.CC#N.[C:25](OC(C)(C)C(Br)=O)(=[O:27])C.C([O-])(O)=O.[Na+]. (8) Given the product [F:24][C:25]1[CH:26]=[CH:27][C:28]([NH:31][C:32]([C:34]2([C:37]([NH:23][C:20]3[CH:21]=[CH:22][C:17]([O:16][C:15]4[N:14]=[CH:13][N:12]=[C:11]5[N:7]([CH:2]6[CH2:3][CH2:4][CH2:5][CH2:6][O:1]6)[N:8]=[CH:9][C:10]=45)=[CH:18][CH:19]=3)=[O:38])[CH2:36][CH2:35]2)=[O:33])=[CH:29][CH:30]=1, predict the reactants needed to synthesize it. The reactants are: [O:1]1[CH2:6][CH2:5][CH2:4][CH2:3][CH:2]1[N:7]1[C:11]2=[N:12][CH:13]=[N:14][C:15]([O:16][C:17]3[CH:22]=[CH:21][C:20]([NH2:23])=[CH:19][CH:18]=3)=[C:10]2[CH:9]=[N:8]1.[F:24][C:25]1[CH:30]=[CH:29][C:28]([NH:31][C:32]([C:34]2([C:37](O)=[O:38])[CH2:36][CH2:35]2)=[O:33])=[CH:27][CH:26]=1.CN(C(ON1N=NC2C=CC=NC1=2)=[N+](C)C)C.F[P-](F)(F)(F)(F)F.C(N(CC)CC)C.